Task: Predict the product of the given reaction.. Dataset: Forward reaction prediction with 1.9M reactions from USPTO patents (1976-2016) (1) Given the reactants [C:1]([O:6][CH2:7][CH2:8][CH2:9][CH2:10][CH2:11][CH2:12][O:13][C:14]1[CH:22]=[CH:21][C:17]([C:18](O)=[O:19])=[CH:16][CH:15]=1)(=[O:5])[C:2]([CH3:4])=[CH2:3].[OH:23][C:24]1[C:33]2[C:28](=[CH:29][CH:30]=[CH:31][CH:32]=2)[C:27](/[N:34]=[N:35]/[C:36]2[CH:41]=[CH:40][C:39](/[N:42]=[N:43]/[C:44]3[CH:49]=[CH:48][C:47](/[N:50]=[N:51]/[C:52]4[C:61]5[C:56](=[CH:57][CH:58]=[CH:59][CH:60]=5)[C:55]([OH:62])=[CH:54][CH:53]=4)=[CH:46][CH:45]=3)=[CH:38][CH:37]=2)=[CH:26][CH:25]=1.[OH2:63], predict the reaction product. The product is: [C:1]([O:6][CH2:7][CH2:8][CH2:9][CH2:10][CH2:11][CH2:12][O:13][C:14]1[CH:15]=[CH:16][C:17]([C:18]([O:62][C:55]2[C:56]3[C:61](=[CH:60][CH:59]=[CH:58][CH:57]=3)[C:52](/[N:51]=[N:50]/[C:47]3[CH:46]=[CH:45][C:44](/[N:43]=[N:42]/[C:39]4[CH:38]=[CH:37][C:36](/[N:35]=[N:34]/[C:27]5[C:28]6[C:33](=[CH:32][CH:31]=[CH:30][CH:29]=6)[C:24]([O:23][C:18](=[O:19])[C:17]6[CH:21]=[CH:22][C:14]([O:13][CH2:12][CH2:11][CH2:10][CH2:9][CH2:8][CH2:7][O:6][C:1](=[O:5])[C:2]([CH3:4])=[CH2:3])=[CH:15][CH:16]=6)=[CH:25][CH:26]=5)=[CH:41][CH:40]=4)=[CH:49][CH:48]=3)=[CH:53][CH:54]=2)=[O:19])=[CH:21][CH:22]=1)(=[O:63])[C:2]([CH3:4])=[CH2:3]. (2) Given the reactants Cl.[Br:2][C:3]1[CH:8]=[CH:7][C:6]([NH:9]N)=[CH:5][CH:4]=1.[C:11]([C:15]1[CH:20]=[CH:19][CH:18]=[CH:17][CH:16]=1)(=O)[CH2:12][CH3:13], predict the reaction product. The product is: [Br:2][C:3]1[CH:8]=[C:7]2[C:6](=[CH:5][CH:4]=1)[NH:9][C:11]([C:15]1[CH:20]=[CH:19][CH:18]=[CH:17][CH:16]=1)=[C:12]2[CH3:13]. (3) Given the reactants [CH:1]([O:4][C:5]1[CH:10]=[CH:9][C:8]([NH:11][C:12]([N:14]2[CH2:19][CH2:18][N:17]([C:20]3[C:25]([CH:26]=[N:27][O:28][CH2:29][CH2:30][NH2:31])=[C:24]([NH2:32])[N:23]=[CH:22][N:21]=3)[CH2:16][CH2:15]2)=[O:13])=[CH:7][CH:6]=1)([CH3:3])[CH3:2].[CH3:33][S:34](Cl)(=[O:36])=[O:35].CCN(C(C)C)C(C)C, predict the reaction product. The product is: [CH:1]([O:4][C:5]1[CH:10]=[CH:9][C:8]([NH:11][C:12]([N:14]2[CH2:19][CH2:18][N:17]([C:20]3[C:25]([CH:26]=[N:27][O:28][CH2:29][CH2:30][NH:31][S:34]([CH3:33])(=[O:36])=[O:35])=[C:24]([NH2:32])[N:23]=[CH:22][N:21]=3)[CH2:16][CH2:15]2)=[O:13])=[CH:7][CH:6]=1)([CH3:3])[CH3:2].